From a dataset of NCI-60 drug combinations with 297,098 pairs across 59 cell lines. Regression. Given two drug SMILES strings and cell line genomic features, predict the synergy score measuring deviation from expected non-interaction effect. (1) Synergy scores: CSS=53.8, Synergy_ZIP=7.78, Synergy_Bliss=5.20, Synergy_Loewe=22.7, Synergy_HSA=10.5. Cell line: HL-60(TB). Drug 1: CCC1(CC2CC(C3=C(CCN(C2)C1)C4=CC=CC=C4N3)(C5=C(C=C6C(=C5)C78CCN9C7C(C=CC9)(C(C(C8N6C)(C(=O)OC)O)OC(=O)C)CC)OC)C(=O)OC)O.OS(=O)(=O)O. Drug 2: CS(=O)(=O)OCCCCOS(=O)(=O)C. (2) Drug 1: CCC1=C2CN3C(=CC4=C(C3=O)COC(=O)C4(CC)O)C2=NC5=C1C=C(C=C5)O. Drug 2: CN(C(=O)NC(C=O)C(C(C(CO)O)O)O)N=O. Cell line: CCRF-CEM. Synergy scores: CSS=72.0, Synergy_ZIP=-1.75, Synergy_Bliss=-0.535, Synergy_Loewe=-54.1, Synergy_HSA=-0.0613. (3) Drug 1: CC1=C2C(C(=O)C3(C(CC4C(C3C(C(C2(C)C)(CC1OC(=O)C(C(C5=CC=CC=C5)NC(=O)C6=CC=CC=C6)O)O)OC(=O)C7=CC=CC=C7)(CO4)OC(=O)C)O)C)OC(=O)C. Drug 2: CCN(CC)CCNC(=O)C1=C(NC(=C1C)C=C2C3=C(C=CC(=C3)F)NC2=O)C. Cell line: DU-145. Synergy scores: CSS=39.0, Synergy_ZIP=6.71, Synergy_Bliss=4.54, Synergy_Loewe=-3.54, Synergy_HSA=3.08. (4) Drug 1: CC(C)(C#N)C1=CC(=CC(=C1)CN2C=NC=N2)C(C)(C)C#N. Drug 2: C1CNP(=O)(OC1)N(CCCl)CCCl. Cell line: SF-268. Synergy scores: CSS=0.408, Synergy_ZIP=0.480, Synergy_Bliss=0.981, Synergy_Loewe=0.738, Synergy_HSA=0.0332. (5) Drug 1: CC1=C(C(CCC1)(C)C)C=CC(=CC=CC(=CC(=O)O)C)C. Drug 2: CC(C)CN1C=NC2=C1C3=CC=CC=C3N=C2N. Cell line: RPMI-8226. Synergy scores: CSS=54.3, Synergy_ZIP=-1.79, Synergy_Bliss=-3.96, Synergy_Loewe=-3.95, Synergy_HSA=-3.43. (6) Drug 1: CS(=O)(=O)C1=CC(=C(C=C1)C(=O)NC2=CC(=C(C=C2)Cl)C3=CC=CC=N3)Cl. Drug 2: C1=CC(=CC=C1CC(C(=O)O)N)N(CCCl)CCCl.Cl. Cell line: OVCAR-4. Synergy scores: CSS=-1.17, Synergy_ZIP=0.0256, Synergy_Bliss=-3.72, Synergy_Loewe=-8.34, Synergy_HSA=-7.55. (7) Drug 1: CN1C2=C(C=C(C=C2)N(CCCl)CCCl)N=C1CCCC(=O)O.Cl. Drug 2: CN(C(=O)NC(C=O)C(C(C(CO)O)O)O)N=O. Cell line: M14. Synergy scores: CSS=1.21, Synergy_ZIP=-0.465, Synergy_Bliss=-0.888, Synergy_Loewe=0.273, Synergy_HSA=-0.695. (8) Drug 1: CC1=C(C=C(C=C1)NC2=NC=CC(=N2)N(C)C3=CC4=NN(C(=C4C=C3)C)C)S(=O)(=O)N.Cl. Drug 2: CCCS(=O)(=O)NC1=C(C(=C(C=C1)F)C(=O)C2=CNC3=C2C=C(C=N3)C4=CC=C(C=C4)Cl)F. Cell line: PC-3. Synergy scores: CSS=5.24, Synergy_ZIP=0.935, Synergy_Bliss=6.72, Synergy_Loewe=3.78, Synergy_HSA=3.90.